The task is: Regression. Given two drug SMILES strings and cell line genomic features, predict the synergy score measuring deviation from expected non-interaction effect.. This data is from NCI-60 drug combinations with 297,098 pairs across 59 cell lines. (1) Drug 1: CCC1=CC2CC(C3=C(CN(C2)C1)C4=CC=CC=C4N3)(C5=C(C=C6C(=C5)C78CCN9C7C(C=CC9)(C(C(C8N6C)(C(=O)OC)O)OC(=O)C)CC)OC)C(=O)OC.C(C(C(=O)O)O)(C(=O)O)O. Drug 2: C1=CN(C(=O)N=C1N)C2C(C(C(O2)CO)O)O.Cl. Cell line: COLO 205. Synergy scores: CSS=30.2, Synergy_ZIP=-3.24, Synergy_Bliss=-7.46, Synergy_Loewe=-7.33, Synergy_HSA=-4.87. (2) Drug 1: C1CC(=O)NC(=O)C1N2C(=O)C3=CC=CC=C3C2=O. Cell line: HT29. Drug 2: C(CN)CNCCSP(=O)(O)O. Synergy scores: CSS=7.12, Synergy_ZIP=3.82, Synergy_Bliss=9.47, Synergy_Loewe=1.13, Synergy_HSA=5.71. (3) Drug 1: C1CCN(CC1)CCOC2=CC=C(C=C2)C(=O)C3=C(SC4=C3C=CC(=C4)O)C5=CC=C(C=C5)O. Drug 2: COC1=CC(=CC(=C1O)OC)C2C3C(COC3=O)C(C4=CC5=C(C=C24)OCO5)OC6C(C(C7C(O6)COC(O7)C8=CC=CS8)O)O. Cell line: A498. Synergy scores: CSS=28.6, Synergy_ZIP=-0.0879, Synergy_Bliss=0.459, Synergy_Loewe=-1.48, Synergy_HSA=1.92. (4) Drug 1: CN1CCC(CC1)COC2=C(C=C3C(=C2)N=CN=C3NC4=C(C=C(C=C4)Br)F)OC. Drug 2: CC1CCC2CC(C(=CC=CC=CC(CC(C(=O)C(C(C(=CC(C(=O)CC(OC(=O)C3CCCCN3C(=O)C(=O)C1(O2)O)C(C)CC4CCC(C(C4)OC)O)C)C)O)OC)C)C)C)OC. Cell line: HL-60(TB). Synergy scores: CSS=10.9, Synergy_ZIP=0.424, Synergy_Bliss=0.0842, Synergy_Loewe=-26.3, Synergy_HSA=-6.34. (5) Drug 1: COC1=NC(=NC2=C1N=CN2C3C(C(C(O3)CO)O)O)N. Drug 2: CC1=C(C(=CC=C1)Cl)NC(=O)C2=CN=C(S2)NC3=CC(=NC(=N3)C)N4CCN(CC4)CCO. Cell line: MCF7. Synergy scores: CSS=1.75, Synergy_ZIP=-0.885, Synergy_Bliss=-0.162, Synergy_Loewe=-0.260, Synergy_HSA=-0.120. (6) Drug 1: CC1=C(C=C(C=C1)NC2=NC=CC(=N2)N(C)C3=CC4=NN(C(=C4C=C3)C)C)S(=O)(=O)N.Cl. Drug 2: CCC1(CC2CC(C3=C(CCN(C2)C1)C4=CC=CC=C4N3)(C5=C(C=C6C(=C5)C78CCN9C7C(C=CC9)(C(C(C8N6C=O)(C(=O)OC)O)OC(=O)C)CC)OC)C(=O)OC)O.OS(=O)(=O)O. Cell line: SF-295. Synergy scores: CSS=29.0, Synergy_ZIP=1.89, Synergy_Bliss=6.99, Synergy_Loewe=-7.10, Synergy_HSA=8.12. (7) Drug 1: C1C(C(OC1N2C=NC3=C(N=C(N=C32)Cl)N)CO)O. Drug 2: CS(=O)(=O)OCCCCOS(=O)(=O)C. Cell line: OVCAR3. Synergy scores: CSS=21.3, Synergy_ZIP=-0.619, Synergy_Bliss=1.62, Synergy_Loewe=-61.1, Synergy_HSA=1.51. (8) Drug 1: CC1=C2C(C(=O)C3(C(CC4C(C3C(C(C2(C)C)(CC1OC(=O)C(C(C5=CC=CC=C5)NC(=O)OC(C)(C)C)O)O)OC(=O)C6=CC=CC=C6)(CO4)OC(=O)C)O)C)O. Drug 2: CNC(=O)C1=NC=CC(=C1)OC2=CC=C(C=C2)NC(=O)NC3=CC(=C(C=C3)Cl)C(F)(F)F. Cell line: MALME-3M. Synergy scores: CSS=9.91, Synergy_ZIP=5.32, Synergy_Bliss=9.04, Synergy_Loewe=-2.50, Synergy_HSA=-0.0649. (9) Cell line: SNB-19. Synergy scores: CSS=-16.8, Synergy_ZIP=24.3, Synergy_Bliss=24.4, Synergy_Loewe=0.0350, Synergy_HSA=-1.51. Drug 2: C1=CC=C(C(=C1)C(C2=CC=C(C=C2)Cl)C(Cl)Cl)Cl. Drug 1: C(=O)(N)NO. (10) Drug 1: C1=C(C(=O)NC(=O)N1)N(CCCl)CCCl. Drug 2: CC1=C(C(CCC1)(C)C)C=CC(=CC=CC(=CC(=O)O)C)C. Cell line: DU-145. Synergy scores: CSS=4.38, Synergy_ZIP=-10.3, Synergy_Bliss=-19.6, Synergy_Loewe=-20.4, Synergy_HSA=-20.4.